Dataset: NCI-60 drug combinations with 297,098 pairs across 59 cell lines. Task: Regression. Given two drug SMILES strings and cell line genomic features, predict the synergy score measuring deviation from expected non-interaction effect. (1) Drug 1: CNC(=O)C1=CC=CC=C1SC2=CC3=C(C=C2)C(=NN3)C=CC4=CC=CC=N4. Drug 2: C1C(C(OC1N2C=NC3=C2NC=NCC3O)CO)O. Cell line: HCT116. Synergy scores: CSS=11.6, Synergy_ZIP=-1.77, Synergy_Bliss=4.38, Synergy_Loewe=5.46, Synergy_HSA=5.17. (2) Drug 1: CC=C1C(=O)NC(C(=O)OC2CC(=O)NC(C(=O)NC(CSSCCC=C2)C(=O)N1)C(C)C)C(C)C. Drug 2: CC12CCC3C(C1CCC2O)C(CC4=C3C=CC(=C4)O)CCCCCCCCCS(=O)CCCC(C(F)(F)F)(F)F. Cell line: CCRF-CEM. Synergy scores: CSS=50.1, Synergy_ZIP=6.36, Synergy_Bliss=7.30, Synergy_Loewe=-51.3, Synergy_HSA=1.14. (3) Drug 1: C1=NC2=C(N=C(N=C2N1C3C(C(C(O3)CO)O)O)F)N. Drug 2: C1CN(P(=O)(OC1)NCCCl)CCCl. Cell line: SNB-19. Synergy scores: CSS=19.1, Synergy_ZIP=-5.81, Synergy_Bliss=-0.459, Synergy_Loewe=-12.8, Synergy_HSA=-2.86. (4) Drug 1: CC12CCC3C(C1CCC2O)C(CC4=C3C=CC(=C4)O)CCCCCCCCCS(=O)CCCC(C(F)(F)F)(F)F. Drug 2: CC(C)CN1C=NC2=C1C3=CC=CC=C3N=C2N. Cell line: A549. Synergy scores: CSS=2.84, Synergy_ZIP=0.896, Synergy_Bliss=1.69, Synergy_Loewe=2.04, Synergy_HSA=1.32. (5) Drug 1: CC1=C2C(C(=O)C3(C(CC4C(C3C(C(C2(C)C)(CC1OC(=O)C(C(C5=CC=CC=C5)NC(=O)C6=CC=CC=C6)O)O)OC(=O)C7=CC=CC=C7)(CO4)OC(=O)C)O)C)OC(=O)C. Drug 2: C1C(C(OC1N2C=NC(=NC2=O)N)CO)O. Cell line: NCI-H322M. Synergy scores: CSS=18.2, Synergy_ZIP=-7.69, Synergy_Bliss=-2.97, Synergy_Loewe=-8.75, Synergy_HSA=-4.00. (6) Cell line: BT-549. Synergy scores: CSS=24.7, Synergy_ZIP=-3.03, Synergy_Bliss=6.83, Synergy_Loewe=1.73, Synergy_HSA=3.78. Drug 2: CS(=O)(=O)OCCCCOS(=O)(=O)C. Drug 1: CN(CCCl)CCCl.Cl.